From a dataset of Forward reaction prediction with 1.9M reactions from USPTO patents (1976-2016). Predict the product of the given reaction. (1) Given the reactants [NH2:1][C:2]1[N:3]=[CH:4][C:5]2[CH2:11][N:10]([C:12]3[C:13](=[O:26])[N:14]([C:19]4[CH:24]=[CH:23][C:22]([NH2:25])=[CH:21][CH:20]=4)[CH:15]=[CH:16][C:17]=3[CH3:18])[CH2:9][CH2:8][C:6]=2[N:7]=1.[CH3:27][N:28]1[C:32]([C:33](Cl)=[O:34])=[CH:31][C:30]([CH3:36])=[N:29]1, predict the reaction product. The product is: [NH2:1][C:2]1[N:3]=[CH:4][C:5]2[CH2:11][N:10]([C:12]3[C:13](=[O:26])[N:14]([C:19]4[CH:20]=[CH:21][C:22]([NH:25][C:33]([C:32]5[N:28]([CH3:27])[N:29]=[C:30]([CH3:36])[CH:31]=5)=[O:34])=[CH:23][CH:24]=4)[CH:15]=[CH:16][C:17]=3[CH3:18])[CH2:9][CH2:8][C:6]=2[N:7]=1. (2) Given the reactants [CH3:1][C:2]1[C:6]([C:7]([O:9][CH3:10])=[O:8])=[CH:5][NH:4][N:3]=1.Br[CH2:12][CH2:13][C:14]1[CH:19]=[CH:18][CH:17]=[CH:16][CH:15]=1.C(=O)([O-])[O-].[K+].[K+], predict the reaction product. The product is: [CH3:1][C:2]1[N:3]([CH2:12][CH2:13][C:14]2[CH:19]=[CH:18][CH:17]=[CH:16][CH:15]=2)[N:4]=[CH:5][C:6]=1[C:7]([O:9][CH3:10])=[O:8].